This data is from Full USPTO retrosynthesis dataset with 1.9M reactions from patents (1976-2016). The task is: Predict the reactants needed to synthesize the given product. (1) Given the product [CH3:16][O:17][C:18]([C@H:20]1[N:25]([C:8]2[N:7]=[C:6]([C:12]([F:15])([F:14])[F:13])[C:5]([C:3]([O:2][CH3:1])=[O:4])=[CH:10][N:9]=2)[CH2:24][CH2:23][N:22]([C:26]([O:28][C:29]([CH3:32])([CH3:31])[CH3:30])=[O:27])[CH2:21]1)=[O:19], predict the reactants needed to synthesize it. The reactants are: [CH3:1][O:2][C:3]([C:5]1[C:6]([C:12]([F:15])([F:14])[F:13])=[N:7][C:8](Cl)=[N:9][CH:10]=1)=[O:4].[CH3:16][O:17][C:18]([C@H:20]1[NH:25][CH2:24][CH2:23][N:22]([C:26]([O:28][C:29]([CH3:32])([CH3:31])[CH3:30])=[O:27])[CH2:21]1)=[O:19].C(N(CC)CC)C. (2) Given the product [S:12]1[C:16]2[CH:17]=[CH:18][CH:19]=[C:20]([O:21][C:2]3[CH:7]=[CH:6][C:5]([NH2:8])=[CH:4][C:3]=3[F:11])[C:15]=2[CH:14]=[N:13]1, predict the reactants needed to synthesize it. The reactants are: F[C:2]1[CH:7]=[CH:6][C:5]([N+:8]([O-])=O)=[CH:4][C:3]=1[F:11].[S:12]1[C:16]2=[CH:17][CH:18]=[CH:19][C:20]([OH:21])=[C:15]2[CH:14]=[N:13]1.C(=O)([O-])[O-].[K+].[K+].O. (3) Given the product [CH3:31][C:30]1[O:29][C:28]([C:32]2[CH:33]=[CH:34][CH:35]=[CH:36][CH:37]=2)=[N:27][C:26]=1[CH2:25][O:24][C:23]1[CH:22]=[CH:21][C:20]([CH2:19][O:3]/[N:4]=[C:5](/[C:12]2[CH:17]=[CH:16][CH:15]=[CH:14][CH:13]=2)\[CH2:6][CH2:7][C:8]([OH:10])=[O:9])=[CH:39][CH:38]=1, predict the reactants needed to synthesize it. The reactants are: [H-].[Na+].[OH:3]/[N:4]=[C:5](/[C:12]1[CH:17]=[CH:16][CH:15]=[CH:14][CH:13]=1)\[CH2:6][CH2:7][C:8]([O:10]C)=[O:9].Cl[CH2:19][C:20]1[CH:39]=[CH:38][C:23]([O:24][CH2:25][C:26]2[N:27]=[C:28]([C:32]3[CH:37]=[CH:36][CH:35]=[CH:34][CH:33]=3)[O:29][C:30]=2[CH3:31])=[CH:22][CH:21]=1.Cl.C(=O)(O)[O-].[Na+]. (4) Given the product [F:1][C:2]1[CH:7]=[C:6]([F:8])[CH:5]=[CH:4][C:3]=1[C:9]1[N:10]=[N:11][N:12]([C@@H:14]2[CH2:18][N:17]([CH2:38][C:37]3[CH:40]=[CH:41][CH:42]=[CH:43][C:36]=3[F:35])[C@H:16]([C:19]([N:21]3[CH2:22][CH2:23][N:24]([C:27]4[CH:34]=[CH:33][CH:32]=[CH:31][C:28]=4[C:29]#[N:30])[CH2:25][CH2:26]3)=[O:20])[CH2:15]2)[N:13]=1, predict the reactants needed to synthesize it. The reactants are: [F:1][C:2]1[CH:7]=[C:6]([F:8])[CH:5]=[CH:4][C:3]=1[C:9]1[N:10]=[N:11][N:12]([CH:14]2[CH2:18][NH:17][CH:16]([C:19]([N:21]3[CH2:26][CH2:25][N:24]([C:27]4[CH:34]=[CH:33][CH:32]=[CH:31][C:28]=4[C:29]#[N:30])[CH2:23][CH2:22]3)=[O:20])[CH2:15]2)[N:13]=1.[F:35][C:36]1[CH:43]=[CH:42][CH:41]=[CH:40][C:37]=1[CH:38]=O. (5) The reactants are: Br[C:2]1[C:22]([O:23][CH2:24][C@H:25]2[CH2:29][O:28][C:27]([CH3:31])([CH3:30])[O:26]2)=[CH:21][C:5]2[C:6]([CH3:20])([CH3:19])[C:7]3[NH:8][C:9]4[C:14]([C:15]=3[C:16](=[O:17])[C:4]=2[CH:3]=1)=[CH:13][CH:12]=[C:11]([Cl:18])[CH:10]=4.[O:32]1CCOCC1.C(P(C(C)(C)C)C1C=CC=CC=1C1C(C(C)C)=CC(C(C)C)=CC=1C(C)C)(C)(C)C.[OH-].[K+]. Given the product [OH:32][C:2]1[C:22]([O:23][CH2:24][C@H:25]2[CH2:29][O:28][C:27]([CH3:31])([CH3:30])[O:26]2)=[CH:21][C:5]2[C:6]([CH3:20])([CH3:19])[C:7]3[NH:8][C:9]4[C:14]([C:15]=3[C:16](=[O:17])[C:4]=2[CH:3]=1)=[CH:13][CH:12]=[C:11]([Cl:18])[CH:10]=4, predict the reactants needed to synthesize it. (6) The reactants are: [C:1]([C:5]1[S:9]/[C:8](=[N:10]\[C:11]([C:13]2[CH:31]=[C:30]([C:32]([F:35])([F:34])[F:33])[CH:29]=[CH:28][C:14]=2[O:15][CH2:16][C@@H:17]2[CH2:20][CH2:19][N:18]2C(OC(C)(C)C)=O)=[O:12])/[N:7]([CH2:36][C@H:37]2[CH2:41][CH2:40][CH2:39][O:38]2)[CH:6]=1)([CH3:4])([CH3:3])[CH3:2].FC(F)(F)C(O)=O.C([O-])([O-])=O.[Na+].[Na+]. Given the product [NH:18]1[CH2:19][CH2:20][C@H:17]1[CH2:16][O:15][C:14]1[CH:28]=[CH:29][C:30]([C:32]([F:34])([F:33])[F:35])=[CH:31][C:13]=1[C:11](/[N:10]=[C:8]1\[S:9][C:5]([C:1]([CH3:2])([CH3:3])[CH3:4])=[CH:6][N:7]\1[CH2:36][C@H:37]1[CH2:41][CH2:40][CH2:39][O:38]1)=[O:12], predict the reactants needed to synthesize it.